This data is from Reaction yield outcomes from USPTO patents with 853,638 reactions. The task is: Predict the reaction yield, written as a fraction of the theoretical maximum amount of product (1.0 means a 100% yield; for example, 0.34 means a 34% yield). (1) The reactants are Cl[C:2]1[CH:7]=[C:6]2[CH2:8][O:9][C:10]3[CH:34]=[C:33]4[C:13]([CH:14]=[CH:15][C:16]5[N:20]=[C:19]([CH:21]6[CH2:25][CH2:24][CH2:23][N:22]6[C:26]([O:28][C:29]([CH3:32])([CH3:31])[CH3:30])=[O:27])[NH:18][C:17]=54)=[CH:12][C:11]=3[C:5]2=[CH:4][CH:3]=1.[B:35]1([B:35]2[O:39][C:38]([CH3:41])([CH3:40])[C:37]([CH3:43])([CH3:42])[O:36]2)[O:39][C:38]([CH3:41])([CH3:40])[C:37]([CH3:43])([CH3:42])[O:36]1.C([O-])(=O)C.[K+]. The catalyst is O1CCOCC1.C(OCC)(=O)C.C1(P(C2CCCCC2)C2C=CC=CC=2C2C(CCC)=CC(CCC)=CC=2CCC)CCCCC1. The product is [CH3:42][C:37]1([CH3:43])[C:38]([CH3:41])([CH3:40])[O:39][B:35]([C:2]2[CH:7]=[C:6]3[CH2:8][O:9][C:10]4[CH:34]=[C:33]5[C:13]([CH:14]=[CH:15][C:16]6[N:20]=[C:19]([CH:21]7[CH2:25][CH2:24][CH2:23][N:22]7[C:26]([O:28][C:29]([CH3:32])([CH3:31])[CH3:30])=[O:27])[NH:18][C:17]=65)=[CH:12][C:11]=4[C:5]3=[CH:4][CH:3]=2)[O:36]1. The yield is 0.940. (2) The reactants are [F:1][C:2]([F:18])([F:17])[C:3]1[CH:4]=[C:5]([C:9]2[CH:14]=[CH:13][C:12]([CH2:15][NH2:16])=[CH:11][CH:10]=2)[CH:6]=[CH:7][CH:8]=1.[F:19][C:20]1[CH:25]=[CH:24][C:23]([S:26]([N:29]([CH2:33][C:34](O)=[O:35])[CH:30]([CH3:32])[CH3:31])(=[O:28])=[O:27])=[CH:22][CH:21]=1.CN(C(ON1N=NC2C=CC=NC1=2)=[N+](C)C)C.F[P-](F)(F)(F)(F)F.C(N(CC)C(C)C)(C)C.OS([O-])(=O)=O.[K+]. The catalyst is C(Cl)Cl. The product is [F:19][C:20]1[CH:21]=[CH:22][C:23]([S:26]([N:29]([CH:30]([CH3:32])[CH3:31])[CH2:33][C:34]([NH:16][CH2:15][C:12]2[CH:13]=[CH:14][C:9]([C:5]3[CH:6]=[CH:7][CH:8]=[C:3]([C:2]([F:17])([F:18])[F:1])[CH:4]=3)=[CH:10][CH:11]=2)=[O:35])(=[O:27])=[O:28])=[CH:24][CH:25]=1. The yield is 0.230.